Dataset: Forward reaction prediction with 1.9M reactions from USPTO patents (1976-2016). Task: Predict the product of the given reaction. (1) Given the reactants [CH:1]([C:4]1[CH:5]=[C:6]([C:12]([OH:14])=O)[S:7][C:8]=1[CH:9]([CH3:11])[CH3:10])([CH3:3])[CH3:2].[F:15][C:16]1[CH:25]=[C:24]([NH2:26])[CH:23]=[CH:22][C:17]=1[C:18]([O:20][CH3:21])=[O:19], predict the reaction product. The product is: [F:15][C:16]1[CH:25]=[C:24]([NH:26][C:12]([C:6]2[S:7][C:8]([CH:9]([CH3:10])[CH3:11])=[C:4]([CH:1]([CH3:2])[CH3:3])[CH:5]=2)=[O:14])[CH:23]=[CH:22][C:17]=1[C:18]([O:20][CH3:21])=[O:19]. (2) Given the reactants [Br:1][C:2]1[CH:3]=[CH:4][C:5]2[N:12](CC3C=CC(OC)=CC=3)[CH2:11][CH2:10][CH2:9][C:8]([C:22]([O:24][CH3:25])=[O:23])=[CH:7][C:6]=2[CH:26]=1.FC(F)(F)C(O)=O, predict the reaction product. The product is: [Br:1][C:2]1[CH:3]=[CH:4][C:5]2[NH:12][CH2:11][CH2:10][CH2:9][C:8]([C:22]([O:24][CH3:25])=[O:23])=[CH:7][C:6]=2[CH:26]=1.